From a dataset of Full USPTO retrosynthesis dataset with 1.9M reactions from patents (1976-2016). Predict the reactants needed to synthesize the given product. (1) Given the product [CH:17]1([CH2:20][C:21]2[O:25][C:24]([NH:26][C:8](=[O:9])[CH:7]([C:11]3[CH:16]=[CH:15][CH:14]=[CH:13][CH:12]=3)[C:1]3[CH:6]=[CH:5][CH:4]=[CH:3][CH:2]=3)=[N:23][N:22]=2)[CH2:19][CH2:18]1, predict the reactants needed to synthesize it. The reactants are: [C:1]1([CH:7]([C:11]2[CH:16]=[CH:15][CH:14]=[CH:13][CH:12]=2)[C:8](Cl)=[O:9])[CH:6]=[CH:5][CH:4]=[CH:3][CH:2]=1.[CH:17]1([CH2:20][C:21]2[O:25][C:24]([NH2:26])=[N:23][N:22]=2)[CH2:19][CH2:18]1. (2) The reactants are: [Cl:1][C:2]1[CH:7]=[CH:6][C:5]([C:8]2[N:9]=[N:10][S:11][CH:12]=2)=[C:4]([C:13]2[CH:18]=[C:17]([O:19]C)[N:16]=[CH:15][N:14]=2)[CH:3]=1.Br. Given the product [Cl:1][C:2]1[CH:7]=[CH:6][C:5]([C:8]2[N:9]=[N:10][S:11][CH:12]=2)=[C:4]([C:13]2[N:14]=[CH:15][N:16]=[C:17]([OH:19])[CH:18]=2)[CH:3]=1, predict the reactants needed to synthesize it. (3) Given the product [CH:29]([C:32]1[N:33]([C:2]2[N:3]=[C:4]([N:23]3[CH2:24][CH2:25][O:26][CH2:27][CH2:28]3)[C:5]3[N:11]=[C:10]([CH2:12][N:13]4[CH2:16][CH:15]([CH:17]5[CH2:18][CH2:19][O:20][CH2:21][CH2:22]5)[CH2:14]4)[CH:9]=[CH:8][C:6]=3[N:7]=2)[C:34]2[CH:40]=[CH:39][CH:38]=[CH:37][C:35]=2[N:36]=1)([CH3:31])[CH3:30], predict the reactants needed to synthesize it. The reactants are: Cl[C:2]1[N:3]=[C:4]([N:23]2[CH2:28][CH2:27][O:26][CH2:25][CH2:24]2)[C:5]2[N:11]=[C:10]([CH2:12][N:13]3[CH2:16][CH:15]([CH:17]4[CH2:22][CH2:21][O:20][CH2:19][CH2:18]4)[CH2:14]3)[CH:9]=[CH:8][C:6]=2[N:7]=1.[CH:29]([C:32]1[NH:36][C:35]2[CH:37]=[CH:38][CH:39]=[CH:40][C:34]=2[N:33]=1)([CH3:31])[CH3:30]. (4) Given the product [Cl:13][C:14]1[CH:19]=[CH:18][C:17]([Cl:20])=[CH:16][C:15]=1[O:1][CH2:2][C:3]1[CH:4]=[C:5]([CH:10]=[CH:11][N:12]=1)[C:6]([O:8][CH3:9])=[O:7], predict the reactants needed to synthesize it. The reactants are: [OH:1][CH2:2][C:3]1[CH:4]=[C:5]([CH:10]=[CH:11][N:12]=1)[C:6]([O:8][CH3:9])=[O:7].[Cl:13][C:14]1[CH:19]=[CH:18][C:17]([Cl:20])=[CH:16][C:15]=1O.